Task: Predict the reaction yield, written as a fraction of the theoretical maximum amount of product (1.0 means a 100% yield; for example, 0.34 means a 34% yield).. Dataset: Reaction yield outcomes from USPTO patents with 853,638 reactions (1) The reactants are [CH3:1][C:2]1[CH:3]=[C:4]([OH:17])[CH:5]=[CH:6][C:7]=1B1OC(C)(C)C(C)(C)O1.Br[C:19]1[CH:26]=[CH:25][C:22]([CH:23]=[O:24])=[C:21]([O:27][CH2:28][CH2:29][CH2:30][CH3:31])[CH:20]=1.N#N.C([O-])([O-])=O.[Na+].[Na+].Cl. The catalyst is O1CCOCC1.C1C=CC([P]([Pd]([P](C2C=CC=CC=2)(C2C=CC=CC=2)C2C=CC=CC=2)([P](C2C=CC=CC=2)(C2C=CC=CC=2)C2C=CC=CC=2)[P](C2C=CC=CC=2)(C2C=CC=CC=2)C2C=CC=CC=2)(C2C=CC=CC=2)C2C=CC=CC=2)=CC=1. The product is [CH2:28]([O:27][C:21]1[CH:20]=[C:19]([C:7]2[CH:6]=[CH:5][C:4]([OH:17])=[CH:3][C:2]=2[CH3:1])[CH:26]=[CH:25][C:22]=1[CH:23]=[O:24])[CH2:29][CH2:30][CH3:31]. The yield is 0.850. (2) The reactants are [NH2:1][C@@H:2]([CH2:16][CH3:17])[C:3]([N:5]([CH2:9][C:10]1[CH:15]=[CH:14][CH:13]=[CH:12][CH:11]=1)[CH2:6][CH2:7]O)=[O:4].C1(P(C2C=CC=CC=2)C2C=CC=CC=2)C=CC=CC=1. The catalyst is C1COCC1. The product is [CH2:9]([N:5]1[CH2:6][CH2:7][NH:1][C@@H:2]([CH2:16][CH3:17])[C:3]1=[O:4])[C:10]1[CH:15]=[CH:14][CH:13]=[CH:12][CH:11]=1. The yield is 0.470. (3) The reactants are [CH:1]1[C:14]2[C:5](=[CH:6][C:7]3[C:12]([C:13]=2[CH2:15][N:16]([CH2:28][CH3:29])[CH2:17][CH2:18][CH2:19][NH:20][CH2:21][CH2:22][CH2:23][NH:24][C:25](=[O:27])[CH3:26])=[CH:11][CH:10]=[CH:9][CH:8]=3)[CH:4]=[CH:3][CH:2]=1.[ClH:30]. The catalyst is C(O)C. The product is [ClH:30].[CH:1]1[C:14]2[C:5](=[CH:6][C:7]3[C:12]([C:13]=2[CH2:15][N:16]([CH2:28][CH3:29])[CH2:17][CH2:18][CH2:19][NH:20][CH2:21][CH2:22][CH2:23][NH:24][C:25](=[O:27])[CH3:26])=[CH:11][CH:10]=[CH:9][CH:8]=3)[CH:4]=[CH:3][CH:2]=1. The yield is 0.960. (4) The reactants are [CH3:1][C:2]1[CH:7]=[CH:6][C:5]([NH:8][C:9](=[O:20])[C:10]2[CH:15]=[CH:14][CH:13]=[C:12]([C:16]([F:19])([F:18])[F:17])[CH:11]=2)=[CH:4][C:3]=1[N:21]1[C:30](=[O:31])[C:29]2[C:24](=[C:25]([C:32](O)=[O:33])[CH:26]=[CH:27][CH:28]=2)[N:23]=[CH:22]1.[CH:35]1([NH2:38])[CH2:37][CH2:36]1.CN(C(ON1N=NC2C=CC=NC1=2)=[N+](C)C)C.F[P-](F)(F)(F)(F)F.CCN(C(C)C)C(C)C. The catalyst is CN(C=O)C.O. The product is [CH:35]1([NH:38][C:32]([C:25]2[CH:26]=[CH:27][CH:28]=[C:29]3[C:24]=2[N:23]=[CH:22][N:21]([C:3]2[CH:4]=[C:5]([NH:8][C:9](=[O:20])[C:10]4[CH:15]=[CH:14][CH:13]=[C:12]([C:16]([F:17])([F:19])[F:18])[CH:11]=4)[CH:6]=[CH:7][C:2]=2[CH3:1])[C:30]3=[O:31])=[O:33])[CH2:37][CH2:36]1. The yield is 0.691. (5) The reactants are CO.[CH3:3][NH:4][NH2:5].CN([CH:9]=[C:10]1[C:15](=[O:16])[CH2:14][CH2:13][CH2:12][C:11]1=O)C. The catalyst is C(OCC)(=O)C. The product is [CH3:3][N:4]1[CH:11]2[CH:10]([C:15](=[O:16])[CH2:14][CH2:13][CH2:12]2)[CH:9]=[N:5]1. The yield is 0.690. (6) The reactants are C[O-].[Na+].[O:4]=[C:5]1[C:10]2=[N:11][CH:12]=[CH:13][CH:14]=[C:9]2[O:8][C:7]2([CH2:19][CH2:18][N:17]([C:20]([O:22][C:23]([CH3:26])([CH3:25])[CH3:24])=[O:21])[CH2:16][CH2:15]2)[CH2:6]1.[CH:27](OCC)=[O:28].O. The catalyst is C1COCC1. The product is [OH:28][CH:27]=[C:6]1[C:7]2([CH2:15][CH2:16][N:17]([C:20]([O:22][C:23]([CH3:26])([CH3:25])[CH3:24])=[O:21])[CH2:18][CH2:19]2)[O:8][C:9]2[C:10](=[N:11][CH:12]=[CH:13][CH:14]=2)[C:5]1=[O:4]. The yield is 0.520.